Task: Predict the reaction yield, written as a fraction of the theoretical maximum amount of product (1.0 means a 100% yield; for example, 0.34 means a 34% yield).. Dataset: Reaction yield outcomes from USPTO patents with 853,638 reactions (1) The reactants are C(O)(=O)C.C(O)(=O)C.IC1C=CC=CC=1.[Cl:16][C:17]1[N:22]=[C:21]([N:23]2[CH2:28][CH2:27][O:26][CH2:25][C@H:24]2[CH3:29])[CH:20]=[C:19]([CH2:30][S:31]([CH3:33])=[O:32])[N:18]=1.[F:34][C:35]([F:40])([F:39])[C:36]([NH2:38])=[O:37].[O-2].[Mg+2]. The catalyst is C(Cl)Cl.CC([O-])=O.CC([O-])=O.CC([O-])=O.CC([O-])=O.[Rh+2].[Rh+2]. The product is [Cl:16][C:17]1[N:18]=[C:19]([CH2:30][S:31]([CH3:33])(=[O:32])=[N:38][C:36](=[O:37])[C:35]([F:40])([F:39])[F:34])[CH:20]=[C:21]([N:23]2[CH2:28][CH2:27][O:26][CH2:25][C@H:24]2[CH3:29])[N:22]=1. The yield is 0.820. (2) The reactants are CC1C(C)=CC=CC=1CCN.[CH3:12][NH:13][CH2:14][C:15]1[CH:24]=[CH:23][C:22]2[C:17](=[CH:18]C=CC=2)[C:16]=1[CH2:25]CC.Cl.[O:29]=[C:30]1[NH:39][C:38]2[N:37]=[CH:36][C:35](/[CH:40]=[CH:41]/[C:42](O)=[O:43])=[CH:34][C:33]=2[CH2:32][CH2:31]1.Cl.CN1CC2C=C(/C=C/C(O)=O)C=NC=2NC(=O)C1. No catalyst specified. The product is [CH3:25][C:16]1[C:17]([CH3:18])=[CH:22][CH:23]=[CH:24][C:15]=1[CH2:14][N:13]([CH3:12])[C:42](=[O:43])/[CH:41]=[CH:40]/[C:35]1[CH:36]=[N:37][C:38]2[NH:39][C:30](=[O:29])[CH2:31][CH2:32][C:33]=2[CH:34]=1. The yield is 0.750. (3) The reactants are [CH2:1]([C:3]1[CH:4]=[C:5]([N:12](C2C=CC=CC=2)[C:13](=[O:15])[O-])[C:6]([O:10][CH3:11])=[N:7][C:8]=1[CH3:9])[CH3:2].[OH:22][C:23]([C:25]1([C:31]2[CH:36]=[CH:35][CH:34]=[CH:33][CH:32]=2)[CH2:30][CH2:29][NH:28][CH2:27][CH2:26]1)=[O:24].C1CCN2C(=NCCC2)CC1. The catalyst is C1COCC1. The product is [CH2:1]([C:3]1[CH:4]=[C:5]([NH:12][C:13]([N:28]2[CH2:29][CH2:30][C:25]([C:23]([OH:24])=[O:22])([C:31]3[CH:36]=[CH:35][CH:34]=[CH:33][CH:32]=3)[CH2:26][CH2:27]2)=[O:15])[C:6]([O:10][CH3:11])=[N:7][C:8]=1[CH3:9])[CH3:2]. The yield is 0.952. (4) The catalyst is N. The reactants are [C:1]([NH:6][C:7]1[S:11][N:10]=[C:9]([CH3:12])[C:8]=1[C:13]([NH2:15])=[O:14])(=O)[CH2:2][CH2:3][CH3:4]. The product is [CH3:12][C:9]1[C:8]2[C:13](=[O:14])[NH:15][C:1]([CH2:2][CH2:3][CH3:4])=[N:6][C:7]=2[S:11][N:10]=1. The yield is 0.340. (5) The reactants are Cl[C:2]1[N:11]=[C:10]([Cl:12])[CH:9]=[C:8]([C:13]#[N:14])[C:3]=1[C:4]([O:6][CH3:7])=[O:5].[NH:15]1[C:23]2[C:18](=[CH:19][CH:20]=[C:21]([NH2:24])[CH:22]=2)[CH:17]=[N:16]1.CCN(CC)CC.O. The catalyst is C1COCC1.CCOC(C)=O. The product is [NH:15]1[C:23]2[C:18](=[CH:19][CH:20]=[C:21]([NH:24][C:2]3[N:11]=[C:10]([Cl:12])[CH:9]=[C:8]([C:13]#[N:14])[C:3]=3[C:4]([O:6][CH3:7])=[O:5])[CH:22]=2)[CH:17]=[N:16]1. The yield is 0.385. (6) The reactants are [CH2:1]([C:5]1[CH:6]=[CH:7][C:8]2[O:12][CH2:11][C:10]([CH3:14])([CH3:13])[C:9]=2[CH:15]=1)[CH:2]([CH3:4])[CH3:3].[Br-:16].[Br-].[Br-].[NH+]1C=CC=CC=1.[NH+]1C=CC=CC=1.[NH+]1C=CC=CC=1. The catalyst is ClCCl. The product is [Br:16][C:7]1[C:8]2[O:12][CH2:11][C:10]([CH3:13])([CH3:14])[C:9]=2[CH:15]=[C:5]([CH2:1][CH:2]([CH3:4])[CH3:3])[CH:6]=1. The yield is 0.680.